This data is from Forward reaction prediction with 1.9M reactions from USPTO patents (1976-2016). The task is: Predict the product of the given reaction. (1) Given the reactants [CH3:1][C:2]1[CH:3]=[N:4][CH:5]=[C:6]([CH:16]=1)[C:7]([NH:9][CH:10]1[CH2:15][CH2:14][NH:13][CH2:12][CH2:11]1)=[O:8].[CH2:17]([O:19][C:20]1[CH:21]=[C:22]([CH:25]=[CH:26][C:27]=1[O:28][CH:29]([CH2:32][CH3:33])[CH2:30][CH3:31])[CH:23]=O)[CH3:18], predict the reaction product. The product is: [CH2:17]([O:19][C:20]1[CH:21]=[C:22]([CH:25]=[CH:26][C:27]=1[O:28][CH:29]([CH2:30][CH3:31])[CH2:32][CH3:33])[CH2:23][N:13]1[CH2:12][CH2:11][CH:10]([NH:9][C:7](=[O:8])[C:6]2[CH:16]=[C:2]([CH3:1])[CH:3]=[N:4][CH:5]=2)[CH2:15][CH2:14]1)[CH3:18]. (2) Given the reactants C(C([N:7]1[CH2:10][CH:9]([OH:11])[CH2:8]1)=O)(C)(C)C.C(Cl)Cl.C([O:22][C:23]1[CH:42]=[CH:41][C:26]([CH2:27][C:28]2[C:38]([CH3:39])=[CH:37][C:31]([O:32][CH2:33][C:34](O)=[O:35])=[CH:30][C:29]=2[CH3:40])=[CH:25][C:24]=1[CH:43]([CH3:45])[CH3:44])C1C=CC=CC=1.C([SiH](CC)CC)C, predict the reaction product. The product is: [OH:22][C:23]1[CH:42]=[CH:41][C:26]([CH2:27][C:28]2[C:38]([CH3:39])=[CH:37][C:31]([O:32][CH2:33][C:34]([O:11][CH:9]3[CH2:8][NH:7][CH2:10]3)=[O:35])=[CH:30][C:29]=2[CH3:40])=[CH:25][C:24]=1[CH:43]([CH3:45])[CH3:44]. (3) Given the reactants [CH:1]1([N:4]2[C:8](=[O:9])[N:7]([CH2:10][C:11]([O:13]C)=[O:12])[N:6]=[C:5]2[C:15]2[CH:20]=[CH:19][CH:18]=[CH:17][C:16]=2[O:21][C:22]([F:25])([F:24])[F:23])[CH2:3][CH2:2]1.[OH-].[Li+], predict the reaction product. The product is: [CH:1]1([N:4]2[C:8](=[O:9])[N:7]([CH2:10][C:11]([OH:13])=[O:12])[N:6]=[C:5]2[C:15]2[CH:20]=[CH:19][CH:18]=[CH:17][C:16]=2[O:21][C:22]([F:24])([F:25])[F:23])[CH2:3][CH2:2]1. (4) The product is: [N:69]([CH2:35][CH2:36][CH2:37][CH2:38][CH2:39][CH2:40][CH2:41][CH2:42][CH2:43][CH2:44][CH2:45][CH2:46][CH2:47][CH2:48][CH2:49][C:50]([O:52][CH2:53][CH3:54])=[O:51])=[N+:70]=[N-:71]. Given the reactants C1(P(C2C=CC=CC=2)C2C=CC=CC=2)C=CC=CC=1.N(C(OC(C)C)=O)=NC(OC(C)C)=O.O[CH2:35][CH2:36][CH2:37][CH2:38][CH2:39][CH2:40][CH2:41][CH2:42][CH2:43][CH2:44][CH2:45][CH2:46][CH2:47][CH2:48][CH2:49][C:50]([O:52][CH2:53][CH3:54])=[O:51].C1(P([N:69]=[N+:70]=[N-:71])(C2C=CC=CC=2)=O)C=CC=CC=1, predict the reaction product. (5) Given the reactants [F:1][CH:2]([CH3:5])[CH2:3][OH:4].[F:6][C:7]([F:20])([F:19])[S:8](O[S:8]([C:7]([F:20])([F:19])[F:6])(=[O:10])=[O:9])(=[O:10])=[O:9].C(N(CC)CC)C, predict the reaction product. The product is: [F:6][C:7]([F:20])([F:19])[S:8]([O:4][CH2:3][CH:2]([F:1])[CH3:5])(=[O:10])=[O:9].